From a dataset of Catalyst prediction with 721,799 reactions and 888 catalyst types from USPTO. Predict which catalyst facilitates the given reaction. (1) Reactant: [F:1][C:2]([F:32])([F:31])[C:3]1[CH:8]=[CH:7][CH:6]=[CH:5][C:4]=1[NH:9][C:10](=[O:30])[NH:11][C:12]1[CH:17]=[CH:16][C:15]([C:18]2[N:22]3[N:23]=[CH:24][CH:25]=[C:26]([C:27](O)=[O:28])[C:21]3=[N:20][N:19]=2)=[CH:14][CH:13]=1.Cl.[C:34]([O:38][C:39](=[O:45])[C@H:40]([CH:42]([CH3:44])[CH3:43])[NH2:41])([CH3:37])([CH3:36])[CH3:35].C(Cl)CCl.C1C=CC2N(O)N=NC=2C=1.CCN(C(C)C)C(C)C. Product: [CH3:43][CH:42]([CH3:44])[C@H:40]([NH:41][C:27]([C:26]1[C:21]2[N:22]([C:18]([C:15]3[CH:14]=[CH:13][C:12]([NH:11][C:10]([NH:9][C:4]4[CH:5]=[CH:6][CH:7]=[CH:8][C:3]=4[C:2]([F:31])([F:1])[F:32])=[O:30])=[CH:17][CH:16]=3)=[N:19][N:20]=2)[N:23]=[CH:24][CH:25]=1)=[O:28])[C:39]([O:38][C:34]([CH3:37])([CH3:36])[CH3:35])=[O:45]. The catalyst class is: 3. (2) Reactant: Cl.Cl[CH2:3][CH2:4][N:5]([CH2:9][CH2:10][Cl:11])[CH2:6][CH2:7][Cl:8].C([O-])([O-])=O.[K+].[K+].[OH:18][C:19]1[C:32]2[NH:31][C:30]3[C:25](=[CH:26][CH:27]=[CH:28][CH:29]=3)[C:24](=[O:33])[C:23]=2[CH:22]=[CH:21][CH:20]=1. Product: [Cl:8][CH2:7][CH2:6][N:5]([CH2:9][CH2:10][Cl:11])[CH2:4][CH2:3][O:18][C:19]1[C:32]2[NH:31][C:30]3[C:25](=[CH:26][CH:27]=[CH:28][CH:29]=3)[C:24](=[O:33])[C:23]=2[CH:22]=[CH:21][CH:20]=1. The catalyst class is: 16.